This data is from Full USPTO retrosynthesis dataset with 1.9M reactions from patents (1976-2016). The task is: Predict the reactants needed to synthesize the given product. (1) Given the product [S:1]1[CH:5]=[C:4]([CH2:6][CH2:7][NH2:8])[C:3]2[CH:9]=[CH:10][CH:11]=[CH:12][C:2]1=2, predict the reactants needed to synthesize it. The reactants are: [S:1]1[CH:5]=[C:4]([CH2:6][C:7]#[N:8])[C:3]2[CH:9]=[CH:10][CH:11]=[CH:12][C:2]1=2.O. (2) Given the product [NH2:22][C:20]1=[N:21][C:13]2([CH2:16][O:17][CH2:18][CH2:19]1)[C:12]1[CH:11]=[C:10]([OH:23])[CH:9]=[C:8]([F:25])[C:7]=1[O:6][C:5]1[C:14]2=[CH:15][C:2]([Br:1])=[CH:3][CH:4]=1, predict the reactants needed to synthesize it. The reactants are: [Br:1][C:2]1[CH:15]=[C:14]2[C:5]([O:6][C:7]3[C:8]([F:25])=[CH:9][C:10]([O:23]C)=[CH:11][C:12]=3[C:13]32[CH2:16][O:17][CH2:18][CH2:19][C:20]([NH2:22])=[N:21]3)=[CH:4][CH:3]=1.B(Br)(Br)Br.C(=O)(O)[O-].[Na+]. (3) The reactants are: C([Si](C)(C)[O:6][CH:7]([C:37]([CH3:40])([CH3:39])[CH3:38])[CH2:8][CH2:9][C:10]1[CH:15]=[CH:14][C:13]([C:16]([C:21]2[CH:26]=[CH:25][C:24]([O:27][S:28]([C:31]([F:34])([F:33])[F:32])(=[O:30])=[O:29])=[C:23]([CH3:35])[CH:22]=2)([CH2:19][CH3:20])[CH2:17][CH3:18])=[CH:12][C:11]=1[CH3:36])(C)(C)C. Given the product [CH2:17]([C:16]([C:21]1[CH:26]=[CH:25][C:24]([O:27][S:28]([C:31]([F:32])([F:34])[F:33])(=[O:30])=[O:29])=[C:23]([CH3:35])[CH:22]=1)([C:13]1[CH:14]=[CH:15][C:10]([CH2:9][CH2:8][CH:7]([OH:6])[C:37]([CH3:39])([CH3:40])[CH3:38])=[C:11]([CH3:36])[CH:12]=1)[CH2:19][CH3:20])[CH3:18], predict the reactants needed to synthesize it. (4) Given the product [N:1]12[CH2:8][CH2:7][CH:4]([CH2:5][CH2:6]1)[CH:3]([NH:9][C:10]([C:12]1[CH:13]=[CH:14][CH:15]=[C:16]3[O:20][C:19]([C:21]4[CH:26]=[CH:25][C:24]([O:34][C:28]5[CH:33]=[CH:32][CH:31]=[CH:30][CH:29]=5)=[CH:23][CH:22]=4)=[N:18][C:17]=13)=[O:11])[CH2:2]2, predict the reactants needed to synthesize it. The reactants are: [N:1]12[CH2:8][CH2:7][CH:4]([CH2:5][CH2:6]1)[CH:3]([NH:9][C:10]([C:12]1[CH:13]=[CH:14][CH:15]=[C:16]3[O:20][C:19]([C:21]4[CH:26]=[CH:25][C:24](I)=[CH:23][CH:22]=4)=[N:18][C:17]=13)=[O:11])[CH2:2]2.[C:28]1([OH:34])[CH:33]=[CH:32][CH:31]=[CH:30][CH:29]=1.C(=O)([O-])[O-].[Cs+].[Cs+]. (5) Given the product [CH3:1][O:2][C:3]1[CH:8]=[CH:7][C:6]([C:9]2[C:14]([CH3:15])=[C:13]([C:16]([F:19])([F:17])[F:18])[N:12]3[N:20]=[CH:21][C:22]([C:23]([N:65]4[CH2:64][CH2:63][N:62]([C@H:66]([C:68]5[CH:69]=[C:70]([F:76])[C:71]([F:75])=[C:72]([F:74])[CH:73]=5)[CH3:67])[CH2:61][C@H:60]4[CH3:59])=[O:25])=[C:11]3[N:10]=2)=[CH:5][CH:4]=1, predict the reactants needed to synthesize it. The reactants are: [CH3:1][O:2][C:3]1[CH:8]=[CH:7][C:6]([C:9]2[C:14]([CH3:15])=[C:13]([C:16]([F:19])([F:18])[F:17])[N:12]3[N:20]=[CH:21][C:22]([C:23]([OH:25])=O)=[C:11]3[N:10]=2)=[CH:5][CH:4]=1.CN(C(ON1N=NC2C=CC=NC1=2)=[N+](C)C)C.F[P-](F)(F)(F)(F)F.CCN(C(C)C)C(C)C.[CH3:59][C@H:60]1[NH:65][CH2:64][CH2:63][N:62]([C@H:66]([C:68]2[CH:73]=[C:72]([F:74])[C:71]([F:75])=[C:70]([F:76])[CH:69]=2)[CH3:67])[CH2:61]1.